This data is from Full USPTO retrosynthesis dataset with 1.9M reactions from patents (1976-2016). The task is: Predict the reactants needed to synthesize the given product. (1) Given the product [F:12][C:8]1[CH:7]=[C:3]2[C:2](=[C:10]([F:11])[CH:9]=1)[N:1]=[C:13]([CH2:14][CH2:15][CH2:16][C:17]([OH:19])=[O:18])[NH:6][C:4]2=[O:5], predict the reactants needed to synthesize it. The reactants are: [NH2:1][C:2]1[C:10]([F:11])=[CH:9][C:8]([F:12])=[CH:7][C:3]=1[C:4]([NH2:6])=[O:5].[C:13]1(=O)[O:19][C:17](=[O:18])[CH2:16][CH2:15][CH2:14]1. (2) Given the product [I:5][C:37]1[CH:36]=[CH:35][C:34]2[O:33][CH2:32][CH:22]3[CH:21]([C:39]=2[CH:38]=1)[CH2:20][CH:24]=[N:23]3, predict the reactants needed to synthesize it. The reactants are: I(Cl)(=O)=O.[I:5](Cl)(=O)=O.C([N+](C)(C)C)C1C=CC=CC=1.[CH2:20]1[CH2:24][N:23](C(OC(C)(C)C)=O)[CH:22]2[CH2:32][O:33][C:34]3[CH:35]=[CH:36][CH:37]=[CH:38][C:39]=3[CH:21]12.C(Cl)Cl.O. (3) Given the product [O:1]1[CH:5]=[CH:4][N:3]=[C:2]1[CH:33]([CH:28]1[CH2:27][C:26]2[C:30](=[CH:31][CH:32]=[C:24]([O:17][C:18]3[CH:23]=[CH:22][CH:21]=[CH:20][CH:19]=3)[CH:25]=2)[CH2:29]1)[OH:34], predict the reactants needed to synthesize it. The reactants are: [O:1]1[CH:5]=[CH:4][N:3]=[CH:2]1.B.C1COCC1.[Li]C(C)(C)C.[O:17]([C:24]1[CH:25]=[C:26]2[C:30](=[CH:31][CH:32]=1)[CH2:29][CH:28]([CH:33]=[O:34])[CH2:27]2)[C:18]1[CH:23]=[CH:22][CH:21]=[CH:20][CH:19]=1. (4) Given the product [F:40][CH:2]([F:1])[CH2:3][N:4]1[CH2:9][CH2:8][N:7]([C:10]2[CH:15]=[CH:14][C:13]([C:16]3[NH:39][C:19]4[N:20]=[CH:21][N:22]=[C:23]([C:24]5[CH:25]=[CH:26][C:27]([O:32][CH:33]6[CH2:34][CH2:35][N:36]([C:42](=[O:41])[CH2:43][OH:44])[CH2:37][CH2:38]6)=[C:28]([CH:31]=5)[C:29]#[N:30])[C:18]=4[CH:17]=3)=[CH:12][CH:11]=2)[CH2:6][CH2:5]1, predict the reactants needed to synthesize it. The reactants are: [F:1][CH:2]([F:40])[CH2:3][N:4]1[CH2:9][CH2:8][N:7]([C:10]2[CH:15]=[CH:14][C:13]([C:16]3[NH:39][C:19]4[N:20]=[CH:21][N:22]=[C:23]([C:24]5[CH:25]=[CH:26][C:27]([O:32][CH:33]6[CH2:38][CH2:37][NH:36][CH2:35][CH2:34]6)=[C:28]([CH:31]=5)[C:29]#[N:30])[C:18]=4[CH:17]=3)=[CH:12][CH:11]=2)[CH2:6][CH2:5]1.[OH:41][CH2:42][C:43](O)=[O:44].CCN(C(C)C)C(C)C.CN(C(ON1N=NC2C=CC=NC1=2)=[N+](C)C)C.F[P-](F)(F)(F)(F)F. (5) Given the product [F:1][C:2]1[CH:7]=[CH:6][CH:5]=[C:4]([F:8])[C:3]=1[N:9]1[C:14]2[N:15]=[C:16]([NH:42][CH:43]3[CH2:44][CH2:45][N:46]([C:49]([O:51][C:52]([CH3:55])([CH3:54])[CH3:53])=[O:50])[CH2:47][CH2:48]3)[N:17]=[C:18]([C:19]3[CH:20]=[C:21]([NH:26][C:27]([C:28]4[CH:33]=[CH:32][C:31]([CH3:34])=[C:30]([F:35])[CH:29]=4)=[O:36])[CH:22]=[CH:23][C:24]=3[CH3:25])[C:13]=2[CH2:12][NH:11][C:10]1=[O:41], predict the reactants needed to synthesize it. The reactants are: [F:1][C:2]1[CH:7]=[CH:6][CH:5]=[C:4]([F:8])[C:3]=1[N:9]1[C:14]2[N:15]=[C:16](S(C)(=O)=O)[N:17]=[C:18]([C:19]3[CH:20]=[C:21]([NH:26][C:27](=[O:36])[C:28]4[CH:33]=[CH:32][C:31]([CH3:34])=[C:30]([F:35])[CH:29]=4)[CH:22]=[CH:23][C:24]=3[CH3:25])[C:13]=2[CH2:12][NH:11][C:10]1=[O:41].[NH2:42][CH:43]1[CH2:48][CH2:47][N:46]([C:49]([O:51][C:52]([CH3:55])([CH3:54])[CH3:53])=[O:50])[CH2:45][CH2:44]1.C(N(CC)CC)C.O1CCOCC1. (6) Given the product [ClH:1].[CH3:23][CH:11]1[CH2:12][NH:13][CH2:14][CH2:15][N:10]1[C:7]1[CH:6]=[CH:5][C:4]([C:2]#[N:3])=[CH:9][N:8]=1, predict the reactants needed to synthesize it. The reactants are: [ClH:1].[C:2]([C:4]1[CH:5]=[CH:6][C:7]([N:10]2[CH2:15][CH2:14][N:13](C(OC(C)(C)C)=O)[CH2:12][CH:11]2[CH3:23])=[N:8][CH:9]=1)#[N:3]. (7) Given the product [CH3:15][S:16][C:2]1[CH:9]=[C:8]([N:10]2[CH2:14][CH2:13][CH2:12][CH2:11]2)[CH:7]=[CH:6][C:3]=1[C:4]#[N:5], predict the reactants needed to synthesize it. The reactants are: Cl[C:2]1[CH:9]=[C:8]([N:10]2[CH2:14][CH2:13][CH2:12][CH2:11]2)[CH:7]=[CH:6][C:3]=1[C:4]#[N:5].[CH3:15][S-:16].[Na+]. (8) Given the product [CH:53]1[C:62]2[C:57](=[CH:58][CH:59]=[CH:60][CH:61]=2)[CH:56]=[CH:55][C:54]=1[S:63]([NH:66][CH:67]([C:73]1[CH:78]=[CH:77][CH:76]=[CH:75][CH:74]=1)[CH2:68][C:69]([OH:71])=[O:70])(=[O:64])=[O:65], predict the reactants needed to synthesize it. The reactants are: S(Cl)(Cl)=O.NC(C1C=CC=CC=1)CC(O)=O.C(N(CC)CC)C.NC(C1C=CC=CC=1)CC(OC)=O.C1C2C(=CC=CC=2)C=CC=1S(Cl)(=O)=O.[Li+].[OH-].[CH:53]1[C:62]2[C:57](=[CH:58][CH:59]=[CH:60][CH:61]=2)[CH:56]=[CH:55][C:54]=1[S:63]([NH:66][CH:67]([C:73]1[CH:78]=[CH:77][CH:76]=[CH:75][CH:74]=1)[CH2:68][C:69]([O:71]C)=[O:70])(=[O:65])=[O:64]. (9) Given the product [Br:1][C:2]1[CH:12]=[CH:11][C:5]2[N:6]([CH2:21][C:22]3[N:26]=[C:25]([C:27]4[CH:32]=[CH:31][CH:30]=[C:29]([C:33]([F:36])([F:34])[F:35])[CH:28]=4)[O:24][N:23]=3)[C:7]([CH2:9][CH3:10])=[N:8][C:4]=2[C:3]=1[Cl:13], predict the reactants needed to synthesize it. The reactants are: [Br:1][C:2]1[CH:12]=[CH:11][C:5]2[NH:6][C:7]([CH2:9][CH3:10])=[N:8][C:4]=2[C:3]=1[Cl:13].C([O-])([O-])=O.[Cs+].[Cs+].Cl[CH2:21][C:22]1[N:26]=[C:25]([C:27]2[CH:32]=[CH:31][CH:30]=[C:29]([C:33]([F:36])([F:35])[F:34])[CH:28]=2)[O:24][N:23]=1.